From a dataset of Peptide-MHC class II binding affinity with 134,281 pairs from IEDB. Regression. Given a peptide amino acid sequence and an MHC pseudo amino acid sequence, predict their binding affinity value. This is MHC class II binding data. (1) The peptide sequence is DTFRKDFRVYDNFLR. The MHC is DRB1_0404 with pseudo-sequence DRB1_0404. The binding affinity (normalized) is 0.266. (2) The peptide sequence is DKAVSGLRSLTTLLR. The MHC is DRB1_0301 with pseudo-sequence DRB1_0301. The binding affinity (normalized) is 0.226. (3) The peptide sequence is FLIMRNLTNLLSARK. The MHC is DRB1_0901 with pseudo-sequence DRB1_0901. The binding affinity (normalized) is 0.408. (4) The peptide sequence is PEQPASAIVNFVSKV. The MHC is DRB1_0101 with pseudo-sequence DRB1_0101. The binding affinity (normalized) is 0.138.